From a dataset of Forward reaction prediction with 1.9M reactions from USPTO patents (1976-2016). Predict the product of the given reaction. (1) Given the reactants C([O-])([O-])=O.[K+].[K+].[C:7]1([OH:13])[CH:12]=[CH:11][CH:10]=[CH:9][CH:8]=1.Br[CH2:15][C:16]([C:18]1[C:26]2[CH:25]=[CH:24][CH:23]=[CH:22][C:21]=2[N:20]2[CH2:27][CH2:28][N:29](C(=O)C(F)(F)F)[CH2:30][CH2:31][C:19]=12)=[O:17].[OH-].[Na+], predict the reaction product. The product is: [O:13]([CH2:15][C:16]([C:18]1[C:26]2[CH:25]=[CH:24][CH:23]=[CH:22][C:21]=2[N:20]2[CH2:27][CH2:28][NH:29][CH2:30][CH2:31][C:19]=12)=[O:17])[C:7]1[CH:12]=[CH:11][CH:10]=[CH:9][CH:8]=1. (2) Given the reactants [CH3:1][O:2][C:3](=[O:15])[CH2:4][C:5]1[O:9][N:8]=[C:7]([CH3:10])[C:6]=1[C:11]([O:13]C)=O.[F:16][C:17]1[CH:26]=[C:25]([I:27])[CH:24]=[CH:23][C:18]=1[N:19]=[C:20]=[N:21][CH3:22], predict the reaction product. The product is: [F:16][C:17]1[CH:26]=[C:25]([I:27])[CH:24]=[CH:23][C:18]=1[NH:19][C:20]1[N:21]([CH3:22])[C:11](=[O:13])[C:6]2[C:7]([CH3:10])=[N:8][O:9][C:5]=2[C:4]=1[C:3]([O:2][CH3:1])=[O:15]. (3) Given the reactants [H-].[Na+].[CH3:3][S:4]([NH:7][C:8]1[CH:9]=[C:10]([C:18]([O:20][CH3:21])=[O:19])[CH:11]=[C:12]([CH:17]=1)[C:13]([O:15][CH3:16])=[O:14])(=[O:6])=[O:5].I[CH3:23], predict the reaction product. The product is: [CH3:23][N:7]([C:8]1[CH:9]=[C:10]([C:18]([O:20][CH3:21])=[O:19])[CH:11]=[C:12]([CH:17]=1)[C:13]([O:15][CH3:16])=[O:14])[S:4]([CH3:3])(=[O:6])=[O:5]. (4) Given the reactants [CH3:1][C:2]1([CH3:13])[CH2:6][C:5]2([CH2:11][CH2:10][C:9](=[O:12])[CH2:8][CH2:7]2)[O:4][CH2:3]1.C1C=CC(N([S:21]([C:24]([F:27])([F:26])[F:25])(=[O:23])=[O:22])[S:21]([C:24]([F:27])([F:26])[F:25])(=[O:23])=[O:22])=CC=1, predict the reaction product. The product is: [F:25][C:24]([F:27])([F:26])[S:21]([O:12][C:9]1[CH2:10][CH2:11][C:5]2([O:4][CH2:3][C:2]([CH3:13])([CH3:1])[CH2:6]2)[CH2:7][CH:8]=1)(=[O:23])=[O:22].